From a dataset of Reaction yield outcomes from USPTO patents with 853,638 reactions. Predict the reaction yield, written as a fraction of the theoretical maximum amount of product (1.0 means a 100% yield; for example, 0.34 means a 34% yield). (1) The reactants are [H-].C([Al+]CC(C)C)C(C)C.C[O:12][C:13]([C:15]1([OH:38])[CH2:20][C@@H:19]([O:21][Si:22]([C:25]([CH3:28])([CH3:27])[CH3:26])([CH3:24])[CH3:23])[C:18](=[CH2:29])[C@H:17]([O:30][Si:31]([C:34]([CH3:37])([CH3:36])[CH3:35])([CH3:33])[CH3:32])[CH2:16]1)=O. The catalyst is CCOCC. The product is [Si:22]([O:21][C@H:19]1[C:18](=[CH2:29])[C@H:17]([O:30][Si:31]([C:34]([CH3:37])([CH3:36])[CH3:35])([CH3:33])[CH3:32])[CH2:16][C:15]([CH2:13][OH:12])([OH:38])[CH2:20]1)([C:25]([CH3:27])([CH3:28])[CH3:26])([CH3:24])[CH3:23]. The yield is 0.240. (2) The reactants are Br[CH2:2][CH:3]1[CH2:7][C:6]2[CH:8]=[C:9]([F:20])[CH:10]=[C:11]([C:12]3[C:17]([Cl:18])=[CH:16][CH:15]=[CH:14][C:13]=3[Cl:19])[C:5]=2[O:4]1.[CH2:21]([NH2:23])[CH3:22]. The product is [Cl:19][C:13]1[CH:14]=[CH:15][CH:16]=[C:17]([Cl:18])[C:12]=1[C:11]1[C:5]2[O:4][C@@H:3]([CH2:2][NH:23][CH2:21][CH3:22])[CH2:7][C:6]=2[CH:8]=[C:9]([F:20])[CH:10]=1. The yield is 0.740. No catalyst specified. (3) The reactants are [Cl:1][C:2]1[N:7]=[C:6]([C:8]2[S:12][C:11]3[C:13]([O:20][CH3:21])=[CH:14][CH:15]=[C:16]([C:17]([OH:19])=O)[C:10]=3[CH:9]=2)[C:5]([Cl:22])=[CH:4][N:3]=1.C([N:26]([CH:29]([CH3:31])[CH3:30])CC)(C)C.Cl.CN(C)CCCN=C=NCC.ON1C2C=CC=CC=2N=N1.C1(N)CC1. The catalyst is ClCCl. The product is [CH:29]1([NH:26][C:17]([C:16]2[C:10]3[CH:9]=[C:8]([C:6]4[C:5]([Cl:22])=[CH:4][N:3]=[C:2]([Cl:1])[N:7]=4)[S:12][C:11]=3[C:13]([O:20][CH3:21])=[CH:14][CH:15]=2)=[O:19])[CH2:31][CH2:30]1. The yield is 0.720. (4) The reactants are [F:1][C:2]1[CH:7]=[CH:6][C:5]([CH2:8][C:9]2[CH:18]=[C:17]3[C:12]([C:13]([OH:30])=[C:14]([C:25](OCC)=[O:26])[C:15](=[O:24])[N:16]3[CH2:19][C:20]([F:23])([F:22])[F:21])=[N:11][CH:10]=2)=[CH:4][CH:3]=1.[NH2:31][CH2:32][CH2:33][CH2:34][N:35]1[CH2:39][CH2:38][CH2:37][C:36]1=[O:40]. No catalyst specified. The product is [F:1][C:2]1[CH:7]=[CH:6][C:5]([CH2:8][C:9]2[CH:18]=[C:17]3[C:12]([C:13]([OH:30])=[C:14]([C:25]([NH:31][CH2:32][CH2:33][CH2:34][N:35]4[CH2:39][CH2:38][CH2:37][C:36]4=[O:40])=[O:26])[C:15](=[O:24])[N:16]3[CH2:19][C:20]([F:21])([F:22])[F:23])=[N:11][CH:10]=2)=[CH:4][CH:3]=1. The yield is 0.540.